From a dataset of NCI-60 drug combinations with 297,098 pairs across 59 cell lines. Regression. Given two drug SMILES strings and cell line genomic features, predict the synergy score measuring deviation from expected non-interaction effect. (1) Drug 1: CC12CCC3C(C1CCC2O)C(CC4=C3C=CC(=C4)O)CCCCCCCCCS(=O)CCCC(C(F)(F)F)(F)F. Drug 2: B(C(CC(C)C)NC(=O)C(CC1=CC=CC=C1)NC(=O)C2=NC=CN=C2)(O)O. Cell line: SW-620. Synergy scores: CSS=53.6, Synergy_ZIP=1.10, Synergy_Bliss=-0.459, Synergy_Loewe=-45.6, Synergy_HSA=-1.64. (2) Drug 1: CC(C1=C(C=CC(=C1Cl)F)Cl)OC2=C(N=CC(=C2)C3=CN(N=C3)C4CCNCC4)N. Drug 2: C(CCl)NC(=O)N(CCCl)N=O. Cell line: COLO 205. Synergy scores: CSS=4.03, Synergy_ZIP=-3.93, Synergy_Bliss=-0.730, Synergy_Loewe=-4.01, Synergy_HSA=-3.66. (3) Cell line: OVCAR-4. Drug 1: COC1=C(C=C2C(=C1)N=CN=C2NC3=CC(=C(C=C3)F)Cl)OCCCN4CCOCC4. Synergy scores: CSS=24.8, Synergy_ZIP=2.80, Synergy_Bliss=10.7, Synergy_Loewe=1.28, Synergy_HSA=7.35. Drug 2: C1=CC(=CC=C1CC(C(=O)O)N)N(CCCl)CCCl.Cl. (4) Drug 1: C1CCC(CC1)NC(=O)N(CCCl)N=O. Drug 2: CC(C1=C(C=CC(=C1Cl)F)Cl)OC2=C(N=CC(=C2)C3=CN(N=C3)C4CCNCC4)N. Cell line: 786-0. Synergy scores: CSS=18.6, Synergy_ZIP=-6.43, Synergy_Bliss=-2.04, Synergy_Loewe=-2.69, Synergy_HSA=-1.90. (5) Drug 1: CN(C)N=NC1=C(NC=N1)C(=O)N. Drug 2: CCC(=C(C1=CC=CC=C1)C2=CC=C(C=C2)OCCN(C)C)C3=CC=CC=C3.C(C(=O)O)C(CC(=O)O)(C(=O)O)O. Cell line: RXF 393. Synergy scores: CSS=-4.38, Synergy_ZIP=0.0229, Synergy_Bliss=-4.34, Synergy_Loewe=-6.55, Synergy_HSA=-6.33. (6) Drug 1: CN1C(=O)N2C=NC(=C2N=N1)C(=O)N. Drug 2: CC1=C(N=C(N=C1N)C(CC(=O)N)NCC(C(=O)N)N)C(=O)NC(C(C2=CN=CN2)OC3C(C(C(C(O3)CO)O)O)OC4C(C(C(C(O4)CO)O)OC(=O)N)O)C(=O)NC(C)C(C(C)C(=O)NC(C(C)O)C(=O)NCCC5=NC(=CS5)C6=NC(=CS6)C(=O)NCCC[S+](C)C)O. Cell line: UO-31. Synergy scores: CSS=22.1, Synergy_ZIP=-9.28, Synergy_Bliss=-2.21, Synergy_Loewe=-11.6, Synergy_HSA=0.143. (7) Drug 1: CN1CCC(CC1)COC2=C(C=C3C(=C2)N=CN=C3NC4=C(C=C(C=C4)Br)F)OC. Drug 2: CCC1=CC2CC(C3=C(CN(C2)C1)C4=CC=CC=C4N3)(C5=C(C=C6C(=C5)C78CCN9C7C(C=CC9)(C(C(C8N6C)(C(=O)OC)O)OC(=O)C)CC)OC)C(=O)OC.C(C(C(=O)O)O)(C(=O)O)O. Cell line: A549. Synergy scores: CSS=53.5, Synergy_ZIP=7.93, Synergy_Bliss=10.2, Synergy_Loewe=7.21, Synergy_HSA=12.2. (8) Drug 1: CC(CN1CC(=O)NC(=O)C1)N2CC(=O)NC(=O)C2. Drug 2: C1CC(=O)NC(=O)C1N2C(=O)C3=CC=CC=C3C2=O. Cell line: A549. Synergy scores: CSS=25.9, Synergy_ZIP=-1.81, Synergy_Bliss=-4.41, Synergy_Loewe=-8.86, Synergy_HSA=-3.19. (9) Drug 1: CS(=O)(=O)OCCCCOS(=O)(=O)C. Drug 2: C(CN)CNCCSP(=O)(O)O. Cell line: TK-10. Synergy scores: CSS=4.11, Synergy_ZIP=0.313, Synergy_Bliss=2.38, Synergy_Loewe=-1.59, Synergy_HSA=-0.687.